From a dataset of Forward reaction prediction with 1.9M reactions from USPTO patents (1976-2016). Predict the product of the given reaction. (1) The product is: [Cl:1][C:2]1[CH:7]=[C:6]([NH:20][C:19]2[CH:21]=[CH:22][CH:23]=[CH:24][C:18]=2[S:15]([CH:12]([CH3:14])[CH3:13])(=[O:17])=[O:16])[N:5]2[N:9]=[CH:10][CH:11]=[C:4]2[N:3]=1. Given the reactants [Cl:1][C:2]1[CH:7]=[C:6](Cl)[N:5]2[N:9]=[CH:10][CH:11]=[C:4]2[N:3]=1.[CH:12]([S:15]([C:18]1[CH:24]=[CH:23][CH:22]=[CH:21][C:19]=1[NH2:20])(=[O:17])=[O:16])([CH3:14])[CH3:13].[H-].[Na+], predict the reaction product. (2) Given the reactants C([Zn][CH2:4][CH3:5])C.[CH:6](=[O:13])[C:7]1[CH:12]=[CH:11][CH:10]=[CH:9][CH:8]=1, predict the reaction product. The product is: [C:7]1([CH:6]([OH:13])[CH2:4][CH3:5])[CH:12]=[CH:11][CH:10]=[CH:9][CH:8]=1. (3) Given the reactants [NH2:1][C:2]1[C:3]([F:24])=[C:4]([N:9]([CH2:15][C:16]2[CH:21]=[CH:20][C:19]([O:22][CH3:23])=[CH:18][CH:17]=2)[S:10]([CH2:13][CH3:14])(=[O:12])=[O:11])[CH:5]=[CH:6][C:7]=1[F:8].C1(C)C=CC=CC=1.C[Al](C)C.CCCCCC.[Cl:42][C:43]1[C:44]2[S:51][CH:50]=[C:49]([C:52](OC)=[O:53])[C:45]=2[N:46]=[CH:47][N:48]=1, predict the reaction product. The product is: [Cl:42][C:43]1[C:44]2[S:51][CH:50]=[C:49]([C:52]([NH:1][C:2]3[C:7]([F:8])=[CH:6][CH:5]=[C:4]([N:9]([CH2:15][C:16]4[CH:21]=[CH:20][C:19]([O:22][CH3:23])=[CH:18][CH:17]=4)[S:10]([CH2:13][CH3:14])(=[O:12])=[O:11])[C:3]=3[F:24])=[O:53])[C:45]=2[N:46]=[CH:47][N:48]=1. (4) Given the reactants [O:1]1[CH:3]([CH2:4][CH3:5])[CH2:2]1.[NH:6]1[CH:10]=[CH:9][N:8]=[CH:7]1, predict the reaction product. The product is: [N:6]1([CH2:2][CH:3]([OH:1])[CH2:4][CH3:5])[CH:10]=[CH:9][N:8]=[CH:7]1. (5) Given the reactants C(=O)([O-])[O-].[K+].[K+].[CH2:7]([O:14][C:15]1[N:16]=[N:17][C:18]([C:29]#[C:30][Si](C)(C)C)=[CH:19][C:20]=1[O:21][CH2:22][C:23]1[CH:28]=[CH:27][CH:26]=[CH:25][CH:24]=1)[C:8]1[CH:13]=[CH:12][CH:11]=[CH:10][CH:9]=1.CO, predict the reaction product. The product is: [CH2:7]([O:14][C:15]1[N:16]=[N:17][C:18]([C:29]#[CH:30])=[CH:19][C:20]=1[O:21][CH2:22][C:23]1[CH:28]=[CH:27][CH:26]=[CH:25][CH:24]=1)[C:8]1[CH:9]=[CH:10][CH:11]=[CH:12][CH:13]=1. (6) Given the reactants [Cl:1][C:2]1[CH:7]=[CH:6][CH:5]=[CH:4][C:3]=1[CH:8]([O:10][C:11](=[O:34])[NH:12][C:13]1[C:14]([CH3:33])=[N:15][O:16][C:17]=1[C:18]1[CH:23]=[CH:22][CH:21]=[C:20](B2OC(C)(C)C(C)(C)O2)[CH:19]=1)[CH3:9].Br[C:36]1[CH:45]=[CH:44][CH:43]=[CH:42][C:37]=1[C:38]([O:40][CH3:41])=[O:39], predict the reaction product. The product is: [CH3:41][O:40][C:38]([C:37]1[C:36]([C:20]2[CH:21]=[CH:22][CH:23]=[C:18]([C:17]3[O:16][N:15]=[C:14]([CH3:33])[C:13]=3[NH:12][C:11]([O:10][CH:8]([C:3]3[CH:4]=[CH:5][CH:6]=[CH:7][C:2]=3[Cl:1])[CH3:9])=[O:34])[CH:19]=2)=[CH:45][CH:44]=[CH:43][CH:42]=1)=[O:39]. (7) Given the reactants B(F)(F)F.CCOCC.[CH:10]([O:17][CH2:18][CH3:19])([O:14][CH2:15][CH3:16])OCC.[CH3:20][O:21][C:22]([O:27][CH3:28])([CH3:26])[C:23](=[O:25])[CH3:24].C(N(CC)C(C)C)(C)C.C(=O)([O-])O.[Na+], predict the reaction product. The product is: [CH2:18]([O:17][CH:10]([O:14][CH2:15][CH3:16])[CH2:24][C:23](=[O:25])[C:22]([O:27][CH3:28])([O:21][CH3:20])[CH3:26])[CH3:19]. (8) Given the reactants [NH2:1][C:2]1[N:10]=[CH:9][N:8]=[C:7]2[C:3]=1[N:4]=[C:5]([N:11]1[C:19]3[CH2:18][C:17]([CH3:21])([CH3:20])[CH2:16][C:15](=[O:22])[C:14]=3[C:13]([CH3:23])=[N:12]1)[NH:6]2.C([O-])([O-])=O.[Cs+].[Cs+].Br[CH2:31][CH2:32][CH:33]=[C:34]([CH3:36])[CH3:35], predict the reaction product. The product is: [NH2:1][C:2]1[N:10]=[CH:9][N:8]=[C:7]2[C:3]=1[N:4]=[C:5]([N:11]1[C:19]3[CH2:18][C:17]([CH3:20])([CH3:21])[CH2:16][C:15](=[O:22])[C:14]=3[C:13]([CH3:23])=[N:12]1)[N:6]2[CH2:31][CH2:32][CH:33]=[C:34]([CH3:36])[CH3:35].